From a dataset of Forward reaction prediction with 1.9M reactions from USPTO patents (1976-2016). Predict the product of the given reaction. (1) Given the reactants [CH3:1][C:2]1[S:11][C:5]2[N:6]=[CH:7][N:8]=[C:9]([OH:10])[C:4]=2[CH:3]=1.[Br:12]Br, predict the reaction product. The product is: [Br:12][C:3]1[C:4]2[C:9]([OH:10])=[N:8][CH:7]=[N:6][C:5]=2[S:11][C:2]=1[CH3:1]. (2) Given the reactants [H-].[Al+3].[Li+].[H-].[H-].[H-].[O:7]1[C:11]2([CH2:16][CH2:15][CH:14]([C:17](OCC)=[O:18])[CH2:13][CH2:12]2)[O:10][CH2:9][CH2:8]1.[OH-].[Na+], predict the reaction product. The product is: [O:7]1[C:11]2([CH2:16][CH2:15][CH:14]([CH2:17][OH:18])[CH2:13][CH2:12]2)[O:10][CH2:9][CH2:8]1. (3) Given the reactants [Cl:1][C:2]1[CH:11]=[C:10]2[C:5]([C:6]([NH:12][CH2:13][C:14]([OH:16])=O)=[CH:7][CH:8]=[N:9]2)=[CH:4][CH:3]=1.C1(C)C=CC(S(O)(=O)=O)=CC=1.[CH:28]([O:41][C:42]([C:44]1[N:45]2[C@H:48]([S:49][CH2:50][C:51]=1[CH3:52])[C@H:47]([NH2:53])[C:46]2=[O:54])=[O:43])([C:35]1[CH:40]=[CH:39][CH:38]=[CH:37][CH:36]=1)[C:29]1[CH:34]=[CH:33][CH:32]=[CH:31][CH:30]=1.P(Cl)(Cl)(Cl)=O.N1C(C)=CC(C)=CC=1C, predict the reaction product. The product is: [ClH:1].[CH:28]([O:41][C:42]([C:44]1[N:45]2[C@H:48]([S:49][CH2:50][C:51]=1[CH3:52])[C@H:47]([NH:53][C:14](=[O:16])[CH2:13][NH:12][C:6]1[C:5]3[C:10](=[CH:11][C:2]([Cl:1])=[CH:3][CH:4]=3)[N:9]=[CH:8][CH:7]=1)[C:46]2=[O:54])=[O:43])([C:29]1[CH:30]=[CH:31][CH:32]=[CH:33][CH:34]=1)[C:35]1[CH:40]=[CH:39][CH:38]=[CH:37][CH:36]=1. (4) Given the reactants [F:1][C:2]1[CH:9]=[CH:8][CH:7]=[C:6]([I:10])[C:3]=1[CH:4]=[O:5].C1(C)C=CC(S(O)(=O)=[O:18])=CC=1.[C:22]1([CH3:28])C=CC=C[CH:23]=1, predict the reaction product. The product is: [F:1][C:2]1[CH:9]=[CH:8][CH:7]=[C:6]([I:10])[C:3]=1[CH:4]1[O:18][CH2:23][CH2:22][CH2:28][O:5]1.